From a dataset of Orexin1 receptor HTS with 218,158 compounds and 233 confirmed actives. Binary Classification. Given a drug SMILES string, predict its activity (active/inactive) in a high-throughput screening assay against a specified biological target. (1) The drug is Brc1c(cccc1)C(=O)N. The result is 0 (inactive). (2) The compound is O1CCN(CC1)c1ccc(cc1)/C=N\Nc1cc([N+]([O-])=O)ccc1. The result is 0 (inactive).